Predict the reactants needed to synthesize the given product. From a dataset of Full USPTO retrosynthesis dataset with 1.9M reactions from patents (1976-2016). Given the product [C:11]([NH:15][C:8]([C:5]1[CH:4]=[CH:3][C:2]([Cl:1])=[CH:7][N:6]=1)=[O:10])([CH3:14])([CH3:13])[CH3:12], predict the reactants needed to synthesize it. The reactants are: [Cl:1][C:2]1[CH:3]=[CH:4][C:5]([C:8]([OH:10])=O)=[N:6][CH:7]=1.[C:11]([NH2:15])([CH3:14])([CH3:13])[CH3:12].